Predict the product of the given reaction. From a dataset of Forward reaction prediction with 1.9M reactions from USPTO patents (1976-2016). The product is: [O:9]1[C@H:21]2[CH2:20][C@@H:19]3[C@@H:29]([C@@:27]4([CH3:28])[CH2:26][CH2:25][C:24](=[O:32])[C:23]([CH3:34])([CH3:33])[C@:22]124)[CH2:30][CH2:31][C@@:14]1([CH3:15])[C@H:16]3[CH2:17][CH2:18][C@@H:13]1[OH:12]. Given the reactants C1C=C(Cl)C=C(C(OO)=[O:9])C=1.[OH:12][C@H:13]1[CH2:18][CH2:17][C@H:16]2[C@H:19]3[C@H:29]([CH2:30][CH2:31][C@:14]12[CH3:15])[C@:27]1([CH3:28])[C:22]([C:23]([CH3:34])([CH3:33])[C:24](=[O:32])[CH2:25][CH2:26]1)=[CH:21][CH2:20]3.[O-]S([O-])=O.[Na+].[Na+].C([O-])(O)=O.[Na+], predict the reaction product.